This data is from Peptide-MHC class II binding affinity with 134,281 pairs from IEDB. The task is: Regression. Given a peptide amino acid sequence and an MHC pseudo amino acid sequence, predict their binding affinity value. This is MHC class II binding data. (1) The peptide sequence is LIEKINAGFKAAVAA. The MHC is HLA-DQA10301-DQB10302 with pseudo-sequence HLA-DQA10301-DQB10302. The binding affinity (normalized) is 0.435. (2) The peptide sequence is YDEPMTPGQCNMVVE. The MHC is HLA-DQA10301-DQB10302 with pseudo-sequence HLA-DQA10301-DQB10302. The binding affinity (normalized) is 0.139. (3) The peptide sequence is IIPDGYKLIDNSLIL. The MHC is DRB1_0405 with pseudo-sequence DRB1_0405. The binding affinity (normalized) is 0.681. (4) The peptide sequence is KKITKVIMGAVLIWVGI. The MHC is DRB1_0801 with pseudo-sequence DRB1_0801. The binding affinity (normalized) is 0.401.